Regression/Classification. Given a drug SMILES string, predict its absorption, distribution, metabolism, or excretion properties. Task type varies by dataset: regression for continuous measurements (e.g., permeability, clearance, half-life) or binary classification for categorical outcomes (e.g., BBB penetration, CYP inhibition). Dataset: cyp2d6_veith. From a dataset of CYP2D6 inhibition data for predicting drug metabolism from PubChem BioAssay. The molecule is Cc1noc(NS(=O)(=O)c2ccc(N/C=C/C(=O)c3ccc4c(c3)OCO4)cc2)c1C. The result is 0 (non-inhibitor).